This data is from Reaction yield outcomes from USPTO patents with 853,638 reactions. The task is: Predict the reaction yield, written as a fraction of the theoretical maximum amount of product (1.0 means a 100% yield; for example, 0.34 means a 34% yield). (1) The reactants are [C:1]([O:5][C:6](=[O:26])[CH2:7][C@@H:8]([CH2:14]OS(C1C=CC(C)=CC=1)(=O)=O)[C@@H:9]([CH3:13])[CH:10]([CH3:12])[CH3:11])([CH3:4])([CH3:3])[CH3:2].[N-:27]=[N+:28]=[N-:29].[Na+].O. The catalyst is CS(C)=O. The product is [C:1]([O:5][C:6](=[O:26])[CH2:7][C@@H:8]([CH2:14][N:27]=[N+:28]=[N-:29])[C@@H:9]([CH3:13])[CH:10]([CH3:12])[CH3:11])([CH3:4])([CH3:3])[CH3:2]. The yield is 0.800. (2) The reactants are [F:1][C:2]1[CH:3]=[C:4]([C:20]2[CH:25]=[CH:24][C:23]([C:26]([C@@H:28]3[CH2:32][CH2:31][CH2:30][C@H:29]3[C:33]([O:35]CCCC)=[O:34])=[O:27])=[CH:22][CH:21]=2)[CH:5]=[CH:6][C:7]=1[NH:8][C:9]1[S:10][C:11]2[CH:17]=[C:16]([O:18][CH3:19])[CH:15]=[CH:14][C:12]=2[N:13]=1.[OH-].[Na+]. The catalyst is CO. The product is [F:1][C:2]1[CH:3]=[C:4]([C:20]2[CH:25]=[CH:24][C:23]([C:26]([C@@H:28]3[CH2:32][CH2:31][CH2:30][C@H:29]3[C:33]([OH:35])=[O:34])=[O:27])=[CH:22][CH:21]=2)[CH:5]=[CH:6][C:7]=1[NH:8][C:9]1[S:10][C:11]2[CH:17]=[C:16]([O:18][CH3:19])[CH:15]=[CH:14][C:12]=2[N:13]=1. The yield is 0.300. (3) The yield is 0.700. The product is [CH3:29][C:25]1[CH:24]=[C:23]([C:9]2[N:10]=[C:11]([C:13]3[CH:18]=[CH:17][C:16]([S:19]([CH3:22])(=[O:21])=[O:20])=[CH:15][CH:14]=3)[S:12][C:8]=2[C:6]2[CH:5]=[CH:4][N:3]=[C:2]([S:36][C:30]3[CH:35]=[CH:34][CH:33]=[CH:32][CH:31]=3)[CH:7]=2)[CH:28]=[CH:27][CH:26]=1. The reactants are F[C:2]1[CH:7]=[C:6]([C:8]2[S:12][C:11]([C:13]3[CH:18]=[CH:17][C:16]([S:19]([CH3:22])(=[O:21])=[O:20])=[CH:15][CH:14]=3)=[N:10][C:9]=2[C:23]2[CH:28]=[CH:27][CH:26]=[C:25]([CH3:29])[CH:24]=2)[CH:5]=[CH:4][N:3]=1.[C:30]1([SH:36])[CH:35]=[CH:34][CH:33]=[CH:32][CH:31]=1.C(=O)([O-])O.[Na+]. No catalyst specified.